From a dataset of Full USPTO retrosynthesis dataset with 1.9M reactions from patents (1976-2016). Predict the reactants needed to synthesize the given product. (1) Given the product [Cl:9][C:10]1[CH:15]=[C:14]([Cl:16])[CH:13]=[CH:12][C:11]=1[CH2:17][C:18]([C:26]1[CH:27]=[CH:28][N:23]=[CH:24][CH:25]=1)=[O:20], predict the reactants needed to synthesize it. The reactants are: C([N-]C(C)C)(C)C.[Li+].[Cl:9][C:10]1[CH:15]=[C:14]([Cl:16])[CH:13]=[CH:12][C:11]=1[CH2:17][C:18]([O:20]CC)=O.[N:23]1[CH:28]=[CH:27][C:26](C(OCC)=O)=[CH:25][CH:24]=1. (2) Given the product [Br:1][C:2]1[CH:11]=[C:10]2[C:5]([N:6]=[CH:7][C:8]([Cl:15])=[N:9]2)=[CH:4][CH:3]=1, predict the reactants needed to synthesize it. The reactants are: [Br:1][C:2]1[CH:11]=[C:10]2[C:5]([N:6]=[CH:7][C:8](=O)[NH:9]2)=[CH:4][CH:3]=1.P(Cl)(Cl)([Cl:15])=O.